Dataset: Full USPTO retrosynthesis dataset with 1.9M reactions from patents (1976-2016). Task: Predict the reactants needed to synthesize the given product. (1) Given the product [C:10]([C:9]1[C:8]([OH:12])=[C:7]([OH:13])[CH:6]=[C:3]([C:4]#[N:5])[C:2]=1[S:14][C:15]1[CH:16]=[CH:17][C:18]([CH2:21][C:22]([OH:24])=[O:23])=[CH:19][CH:20]=1)#[N:11], predict the reactants needed to synthesize it. The reactants are: Br[C:2]1[C:9]([C:10]#[N:11])=[C:8]([OH:12])[C:7]([OH:13])=[CH:6][C:3]=1[C:4]#[N:5].[SH:14][C:15]1[CH:20]=[CH:19][C:18]([CH2:21][C:22]([OH:24])=[O:23])=[CH:17][CH:16]=1. (2) The reactants are: [CH2:1]([NH:3][C:4]([NH:6][C:7]1[CH:8]=[C:9]([CH:11]=[CH:12][CH:13]=1)[NH2:10])=[O:5])[CH3:2].Cl[C:15]1[N:20]=[C:19](Cl)[C:18]([F:22])=[CH:17][N:16]=1. Given the product [CH2:1]([NH:3][C:4]([NH:6][C:7]1[CH:8]=[C:9]([NH:10][C:15]2[N:20]=[C:19]([NH:10][C:9]3[CH:11]=[CH:12][CH:13]=[C:7]([NH:6][C:4]([NH:3][CH2:1][CH3:2])=[O:5])[CH:8]=3)[C:18]([F:22])=[CH:17][N:16]=2)[CH:11]=[CH:12][CH:13]=1)=[O:5])[CH3:2], predict the reactants needed to synthesize it. (3) Given the product [CH3:1][O:2][C:3]([CH:5]1[CH2:14][CH:13]2[CH:8]([CH:9]=[C:10]([O:17][CH3:18])[C:11]([O:15][CH3:16])=[CH:12]2)[CH:7]([C:19]2[CH:27]=[CH:26][C:22]3[O:23][CH2:24][O:25][C:21]=3[CH:20]=2)[NH:6]1)=[O:4], predict the reactants needed to synthesize it. The reactants are: [CH3:1][O:2][C:3]([CH:5]1[CH2:14][CH:13]2[CH:8]([CH:9]=[C:10]([O:17][CH3:18])[C:11]([O:15][CH3:16])=[CH:12]2)[C:7]([C:19]2[CH:27]=[CH:26][C:22]3[O:23][CH2:24][O:25][C:21]=3[CH:20]=2)=[N:6]1)=[O:4].[BH4-].[Na+]. (4) Given the product [Cl:1][C:2]1[C:6]([N:7]([CH2:20][CH3:21])[C:8](=[O:19])[CH2:9][CH2:10][N:11]([CH3:30])[C:12](=[O:18])[O:13][C:14]([CH3:17])([CH3:15])[CH3:16])=[CH:5][N:4]([C:22]2[CH:23]=[N:24][CH:25]=[CH:26][CH:27]=2)[N:3]=1, predict the reactants needed to synthesize it. The reactants are: [Cl:1][C:2]1[C:6]([N:7]([CH2:20][CH3:21])[C:8](=[O:19])[CH2:9][CH2:10][NH:11][C:12](=[O:18])[O:13][C:14]([CH3:17])([CH3:16])[CH3:15])=[CH:5][N:4]([C:22]2[CH:23]=[N:24][CH:25]=[CH:26][CH:27]=2)[N:3]=1.[H-].[Na+].[CH3:30]I. (5) Given the product [F:34][C:14]1[CH:15]=[C:16]2[C:21](=[CH:22][C:10]=1[I:11])[C:20](=[O:23])[N:19]([C:24]1[CH:25]=[N:26][CH:27]=[CH:28][C:29]=1[C:30]([F:31])([F:33])[F:32])[CH2:18][CH2:17]2, predict the reactants needed to synthesize it. The reactants are: C(ON=O)CC(C)C.I[CH2:10][I:11].NC1[CH:22]=[C:21]2[C:16]([CH2:17][CH2:18][N:19]([C:24]3[CH:25]=[N:26][CH:27]=[CH:28][C:29]=3[C:30]([F:33])([F:32])[F:31])[C:20]2=[O:23])=[CH:15][C:14]=1[F:34].C(OCC)(=O)C. (6) Given the product [CH2:16]([N:23]1[CH2:28][CH2:27][N:26]([C:2]2[CH:3]=[CH:4][C:5]([O:12][CH2:13][O:14][CH3:15])=[C:6]([CH:11]=2)[C:7]([O:9][CH3:10])=[O:8])[CH2:25][CH2:24]1)[C:17]1[CH:18]=[CH:19][CH:20]=[CH:21][CH:22]=1, predict the reactants needed to synthesize it. The reactants are: Cl[C:2]1[CH:3]=[CH:4][C:5]([O:12][CH2:13][O:14][CH3:15])=[C:6]([CH:11]=1)[C:7]([O:9][CH3:10])=[O:8].[CH2:16]([N:23]1[CH2:28][CH2:27][NH:26][CH2:25][CH2:24]1)[C:17]1[CH:22]=[CH:21][CH:20]=[CH:19][CH:18]=1.C1(P(C2C=CC=CC=2)C2C=CC3C(=CC=CC=3)C=2C2C3C(=CC=CC=3)C=CC=2P(C2C=CC=CC=2)C2C=CC=CC=2)C=CC=CC=1.C(=O)([O-])[O-].[Cs+].[Cs+]. (7) Given the product [Br:1][C:2]1[CH:3]=[C:4]([Cl:26])[C:5]([C:8](=[N:23][O:24][CH3:25])[CH2:9][NH:10][C:11](=[S:36])[C:12]2[CH:17]=[CH:16][CH:15]=[CH:14][C:13]=2[C:18]([F:21])([F:20])[F:19])=[N:6][CH:7]=1, predict the reactants needed to synthesize it. The reactants are: [Br:1][C:2]1[CH:3]=[C:4]([Cl:26])[C:5]([C:8](=[N:23][O:24][CH3:25])[CH2:9][NH:10][C:11](=O)[C:12]2[CH:17]=[CH:16][CH:15]=[CH:14][C:13]=2[C:18]([F:21])([F:20])[F:19])=[N:6][CH:7]=1.COC1C=CC(P2(SP(C3C=CC(OC)=CC=3)(=S)S2)=[S:36])=CC=1.[OH-].[Na+]. (8) Given the product [N+:27](=[C:9]([C:4]1[CH:5]=[CH:6][C:7]([Cl:8])=[C:2]([Cl:1])[CH:3]=1)[C:10]([O:12][CH3:13])=[O:11])=[N-:28], predict the reactants needed to synthesize it. The reactants are: [Cl:1][C:2]1[CH:3]=[C:4]([CH2:9][C:10]([O:12][CH3:13])=[O:11])[CH:5]=[CH:6][C:7]=1[Cl:8].CC(NC1C=CC(S([N:27]=[N+:28]=[N-])(=O)=O)=CC=1)=O.C1CCN2C(=NCCC2)CC1.[NH4+].[Cl-].